From a dataset of Reaction yield outcomes from USPTO patents with 853,638 reactions. Predict the reaction yield, written as a fraction of the theoretical maximum amount of product (1.0 means a 100% yield; for example, 0.34 means a 34% yield). (1) The reactants are [Cl:1][C:2]1[CH:3]=[C:4]([C:10]2([C:27]([F:30])([F:29])[F:28])[CH2:14][CH2:13][N:12]([C:15]3[S:16][C:17]([C:24](O)=[O:25])=[C:18]([C:20]([F:23])([F:22])[F:21])[N:19]=3)[CH2:11]2)[CH:5]=[C:6]([Cl:9])[C:7]=1[Cl:8].S(Cl)(Cl)=O. The catalyst is CN(C)C=O.ClCCCl. The product is [Cl:1][C:2]1[CH:3]=[C:4]([C:10]2([C:27]([F:30])([F:28])[F:29])[CH2:14][CH2:13][N:12]([C:15]3[S:16][C:17]([CH2:24][OH:25])=[C:18]([C:20]([F:23])([F:22])[F:21])[N:19]=3)[CH2:11]2)[CH:5]=[C:6]([Cl:9])[C:7]=1[Cl:8]. The yield is 0.650. (2) The reactants are Cl[C:2](=[O:8])[C:3]([O:5][CH2:6][CH3:7])=[O:4].[C:9]1([C:15]2[S:16][C:17]3[CH:23]=[CH:22][CH:21]=[CH:20][C:18]=3[CH:19]=2)[CH:14]=[CH:13][CH:12]=[CH:11][CH:10]=1.[Cl-].[Al+3].[Cl-].[Cl-]. The catalyst is ClCCl. The product is [O:8]=[C:2]([C:19]1[C:18]2[CH:20]=[CH:21][CH:22]=[CH:23][C:17]=2[S:16][C:15]=1[C:9]1[CH:14]=[CH:13][CH:12]=[CH:11][CH:10]=1)[C:3]([O:5][CH2:6][CH3:7])=[O:4]. The yield is 0.700.